Dataset: Catalyst prediction with 721,799 reactions and 888 catalyst types from USPTO. Task: Predict which catalyst facilitates the given reaction. (1) Reactant: [NH2:1][C:2]1[S:3][C:4]2[CH2:13][CH2:12][CH:11]([OH:14])[C:10]3[C:6](=[CH:7][N:8]([CH2:15][C:16]4[CH:21]=[CH:20][C:19]([O:22][CH3:23])=[CH:18][CH:17]=4)[N:9]=3)[C:5]=2[N:24]=1.[CH3:25][C:26]1[CH:31]=[CH:30][N:29]=[C:28](Cl)[N:27]=1.CC1(C)C2C(=C(P(C3C=CC=CC=3)C3C=CC=CC=3)C=CC=2)OC2C(P(C3C=CC=CC=3)C3C=CC=CC=3)=CC=CC1=2.C([O-])([O-])=O.[K+].[K+]. Product: [CH3:23][O:22][C:19]1[CH:20]=[CH:21][C:16]([CH2:15][N:8]2[CH:7]=[C:6]3[C:10]([CH:11]([OH:14])[CH2:12][CH2:13][C:4]4[S:3][C:2]([NH:1][C:28]5[N:27]=[C:26]([CH3:25])[CH:31]=[CH:30][N:29]=5)=[N:24][C:5]=43)=[N:9]2)=[CH:17][CH:18]=1. The catalyst class is: 62. (2) Reactant: [CH3:1][O:2][C:3]([C:5]1[C:14]([OH:15])=[C:13]2[C:8]([CH:9]=[C:10]([CH2:16][C:17]3[CH:22]=[CH:21][C:20]([F:23])=[CH:19][CH:18]=3)[CH:11]=[N:12]2)=[CH:7][N:6]=1)=[O:4].[I:24]N1C(=O)CCC1=O. Product: [CH3:1][O:2][C:3]([C:5]1[C:14]([OH:15])=[C:13]2[C:8]([CH:9]=[C:10]([CH2:16][C:17]3[CH:18]=[CH:19][C:20]([F:23])=[CH:21][CH:22]=3)[CH:11]=[N:12]2)=[C:7]([I:24])[N:6]=1)=[O:4]. The catalyst class is: 9. (3) Reactant: [CH2:1]([O:19][C:20]1[CH:21]=[C:22]([CH2:45][C:46](OC)=[O:47])[CH:23]=[C:24]([O:26][CH2:27][CH2:28][CH2:29][CH2:30][CH2:31][CH2:32][CH2:33][CH2:34]/[CH:35]=[CH:36]\[CH2:37]/[CH:38]=[CH:39]\[CH2:40][CH2:41][CH2:42][CH2:43][CH3:44])[CH:25]=1)[CH2:2][CH2:3][CH2:4][CH2:5][CH2:6][CH2:7][CH2:8]/[CH:9]=[CH:10]\[CH2:11]/[CH:12]=[CH:13]\[CH2:14][CH2:15][CH2:16][CH2:17][CH3:18].[H-].[Al+3].[Li+].[H-].[H-].[H-].O.CCOC(C)=O. Product: [CH2:1]([O:19][C:20]1[CH:21]=[C:22]([CH2:45][CH2:46][OH:47])[CH:23]=[C:24]([O:26][CH2:27][CH2:28][CH2:29][CH2:30][CH2:31][CH2:32][CH2:33][CH2:34]/[CH:35]=[CH:36]\[CH2:37]/[CH:38]=[CH:39]\[CH2:40][CH2:41][CH2:42][CH2:43][CH3:44])[CH:25]=1)[CH2:2][CH2:3][CH2:4][CH2:5][CH2:6][CH2:7][CH2:8]/[CH:9]=[CH:10]\[CH2:11]/[CH:12]=[CH:13]\[CH2:14][CH2:15][CH2:16][CH2:17][CH3:18]. The catalyst class is: 1. (4) The catalyst class is: 386. Reactant: [CH2:1]([OH:3])[CH3:2].C([O-])=O.[NH4+].[CH:8](O)=O.C(O)[C:12]1[CH:17]=[CH:16][CH:15]=[CH:14][CH:13]=1. Product: [CH3:8][O:3][CH:1]([C:12]1[CH:17]=[CH:16][CH:15]=[CH:14][CH:13]=1)[CH3:2]. (5) Reactant: [F:1][C:2]1[CH:7]=[CH:6][CH:5]=[C:4]([F:8])[C:3]=1[NH:9][C:10]([C:12]1[CH:16]=[CH:15][NH:14][N:13]=1)=[O:11].C(=O)([O-])[O-].[K+].[K+].Br[CH2:24][C:25]1[CH:30]=[CH:29][CH:28]=[CH:27][C:26]=1[O:31][CH2:32][CH3:33]. Product: [F:1][C:2]1[CH:7]=[CH:6][CH:5]=[C:4]([F:8])[C:3]=1[NH:9][C:10]([C:12]1[CH:16]=[CH:15][N:14]([CH2:24][C:25]2[CH:30]=[CH:29][CH:28]=[CH:27][C:26]=2[O:31][CH2:32][CH3:33])[N:13]=1)=[O:11]. The catalyst class is: 3.